This data is from Catalyst prediction with 721,799 reactions and 888 catalyst types from USPTO. The task is: Predict which catalyst facilitates the given reaction. (1) Reactant: [F:1][C:2]1[CH:7]=[CH:6][C:5]([CH:8]([OH:19])[CH:9]([C:13]2[CH:18]=[CH:17][CH:16]=[CH:15][CH:14]=2)[CH2:10][NH:11][CH3:12])=[CH:4][CH:3]=1.C(N(CC)CC)C.[CH3:39][C:38]([O:37][C:35](O[C:35]([O:37][C:38]([CH3:41])([CH3:40])[CH3:39])=[O:36])=[O:36])([CH3:41])[CH3:40]. Product: [F:1][C:2]1[CH:3]=[CH:4][C:5]([C@@H:8]([OH:19])[C@@H:9]([C:13]2[CH:14]=[CH:15][CH:16]=[CH:17][CH:18]=2)[CH2:10][N:11]([CH3:12])[C:35](=[O:36])[O:37][C:38]([CH3:39])([CH3:40])[CH3:41])=[CH:6][CH:7]=1. The catalyst class is: 2. (2) Reactant: [CH3:1][O:2][C:3]1[CH:4]=[C:5]2[C:10](=[CH:11][CH:12]=1)[N:9]=[C:8]([NH:13][C@H:14]1[CH2:18][CH2:17][C@H:16]([NH:19]C(=O)OC(C)(C)C)[CH2:15]1)[CH:7]=[C:6]2[CH3:27].C(O)(C(F)(F)F)=O. Product: [CH3:1][O:2][C:3]1[CH:4]=[C:5]2[C:10](=[CH:11][CH:12]=1)[N:9]=[C:8]([NH:13][C@H:14]1[CH2:18][CH2:17][C@H:16]([NH2:19])[CH2:15]1)[CH:7]=[C:6]2[CH3:27]. The catalyst class is: 22. (3) The catalyst class is: 7. Reactant: [CH3:1][N:2]([C@H:10]([C:20](N1CCOCC1)=[O:21])[C:11]([CH3:19])([C:13]1[CH:18]=[CH:17][CH:16]=[CH:15][CH:14]=1)[CH3:12])[C:3](=[O:9])[O:4][C:5]([CH3:8])([CH3:7])[CH3:6].[H-].[Al+3].[Li+].[H-].[H-].[H-]. Product: [CH:20]([C@@H:10]([N:2]([CH3:1])[C:3](=[O:9])[O:4][C:5]([CH3:8])([CH3:7])[CH3:6])[C:11]([CH3:19])([C:13]1[CH:14]=[CH:15][CH:16]=[CH:17][CH:18]=1)[CH3:12])=[O:21]. (4) Reactant: [CH3:1][C:2]1[CH:3]=[C:4]2[C:8](=[CH:9][CH:10]=1)[NH:7][C:6]([C:11]([NH:13][NH:14][C:15](=[O:25])[C:16]1[CH:21]=[C:20]([F:22])[C:19]([F:23])=[CH:18][C:17]=1[NH2:24])=[O:12])=[CH:5]2.O.[C:27]1([S:33]([OH:36])(=[O:35])=[O:34])[CH:32]=[CH:31][CH:30]=[CH:29][CH:28]=1. Product: [C:27]1([S:33]([OH:36])(=[O:35])=[O:34])[CH:32]=[CH:31][CH:30]=[CH:29][CH:28]=1.[CH3:1][C:2]1[CH:3]=[C:4]2[C:8](=[CH:9][CH:10]=1)[NH:7][C:6]([C:11]([NH:13][NH:14][C:15](=[O:25])[C:16]1[CH:21]=[C:20]([F:22])[C:19]([F:23])=[CH:18][C:17]=1[NH2:24])=[O:12])=[CH:5]2. The catalyst class is: 1. (5) Reactant: Cl.[CH3:2][S:3]([C:6]1[CH:7]=[C:8]([C:12]2[CH:17]=[CH:16][CH:15]=[C:14]([CH:18]3[CH2:23][NH:22][CH2:21][CH2:20][N:19]3[C:24]3[CH:29]=[CH:28][CH:27]=[CH:26][C:25]=3[CH3:30])[CH:13]=2)[CH:9]=[CH:10][CH:11]=1)(=[O:5])=[O:4].[C:31]1([S:37](Cl)(=[O:39])=[O:38])[CH:36]=[CH:35][CH:34]=[CH:33][CH:32]=1.O.C(OCC)(=O)C. Product: [C:31]1([S:37]([N:22]2[CH2:21][CH2:20][N:19]([C:24]3[CH:29]=[CH:28][CH:27]=[CH:26][C:25]=3[CH3:30])[CH:18]([C:14]3[CH:13]=[C:12]([C:8]4[CH:9]=[CH:10][CH:11]=[C:6]([S:3]([CH3:2])(=[O:4])=[O:5])[CH:7]=4)[CH:17]=[CH:16][CH:15]=3)[CH2:23]2)(=[O:39])=[O:38])[CH:36]=[CH:35][CH:34]=[CH:33][CH:32]=1. The catalyst class is: 1. (6) Reactant: Cl[C:2]1[C:7]([C:8]([F:11])([F:10])[F:9])=[C:6]([N:12]([CH2:14][C@@H:15]2[CH2:17][C@H:16]2[C:18]2[CH:23]=[CH:22][C:21]([F:24])=[CH:20][CH:19]=2)[CH3:13])[CH:5]=[CH:4][N:3]=1.O.[NH2:26][NH2:27]. Product: [F:24][C:21]1[CH:22]=[CH:23][C:18]([C@@H:16]2[CH2:17][C@H:15]2[CH2:14][N:12]([CH3:13])[C:6]2[CH:5]=[CH:4][N:3]=[C:2]([NH:26][NH2:27])[C:7]=2[C:8]([F:11])([F:10])[F:9])=[CH:19][CH:20]=1. The catalyst class is: 12. (7) Reactant: [F:1][C:2]1[CH:7]=[CH:6][CH:5]=[C:4]([O:8][CH2:9][CH2:10][O:11][CH3:12])[N:3]=1.C([N-]C(C)C)(C)C.[Li+].CCCCCCC.O1CCCC1.C(C1C=CC=CC=1)C.[B:41](OC(C)C)([O:46]C(C)C)[O:42]C(C)C.FC1N=C(OCCOC)C(B(O)O)=CC=1. Product: [F:1][C:2]1[C:7]([B:41]([OH:46])[OH:42])=[CH:6][CH:5]=[C:4]([O:8][CH2:9][CH2:10][O:11][CH3:12])[N:3]=1. The catalyst class is: 1. (8) Reactant: [Cl:1][C:2]1[N:3]=[C:4]([N:18]2[CH2:23][CH2:22][O:21][CH2:20][C@@H:19]2[CH3:24])[C:5]2[CH2:10][N:9](C(OC(C)(C)C)=O)[CH2:8][C:6]=2[N:7]=1. Product: [ClH:1].[Cl:1][C:2]1[N:3]=[C:4]([N:18]2[CH2:23][CH2:22][O:21][CH2:20][C@@H:19]2[CH3:24])[C:5]2[CH2:10][NH:9][CH2:8][C:6]=2[N:7]=1. The catalyst class is: 422. (9) Product: [N:11](/[C:14](=[CH:5]/[C:4]1[CH:7]=[CH:8][CH:9]=[C:2]([Br:1])[C:3]=1[CH3:10])/[C:15]([O:17][CH3:18])=[O:16])=[N+:12]=[N-:13]. The catalyst class is: 5. Reactant: [Br:1][C:2]1[C:3]([CH3:10])=[C:4]([CH:7]=[CH:8][CH:9]=1)[CH:5]=O.[N:11]([CH2:14][C:15]([O:17][CH3:18])=[O:16])=[N+:12]=[N-:13].CO[Na].[Cl-].[NH4+].